From a dataset of Catalyst prediction with 721,799 reactions and 888 catalyst types from USPTO. Predict which catalyst facilitates the given reaction. (1) Reactant: [Cl:1][C:2]1[C:3]([C:9]2[CH:10]=[CH:11][C:12]3[N:16]=[CH:15][N:14]([CH2:17][C:18]4[CH:23]=[CH:22][CH:21]=[C:20]([F:24])[CH:19]=4)[C:13]=3[CH:25]=2)=[CH:4][C:5](F)=[N:6][CH:7]=1.[CH3:26][N:27]([C:32]1[CH:37]=[CH:36][CH:35]=[CH:34][N:33]=1)[CH2:28][CH2:29][CH2:30][NH2:31].C(N(CC)C(C)C)(C)C. Product: [Cl:1][C:2]1[C:3]([C:9]2[CH:10]=[CH:11][C:12]3[N:16]=[CH:15][N:14]([CH2:17][C:18]4[CH:23]=[CH:22][CH:21]=[C:20]([F:24])[CH:19]=4)[C:13]=3[CH:25]=2)=[CH:4][C:5]([NH:31][CH2:30][CH2:29][CH2:28][N:27]([CH3:26])[C:32]2[CH:37]=[CH:36][CH:35]=[CH:34][N:33]=2)=[N:6][CH:7]=1. The catalyst class is: 16. (2) Product: [CH2:1]([O:8][CH2:9][N:10]1[C:15](=[O:16])[C:14]([CH3:17])=[C:13]([C:18]2[CH:23]=[CH:22][C:21]([O:24][C:29]3[C:30]4[S:37][CH:36]=[CH:35][C:31]=4[N:32]=[CH:33][N:34]=3)=[CH:20][C:19]=2[CH3:25])[N:12]([CH3:26])[C:11]1=[O:27])[C:2]1[CH:7]=[CH:6][CH:5]=[CH:4][CH:3]=1. Reactant: [CH2:1]([O:8][CH2:9][N:10]1[C:15](=[O:16])[C:14]([CH3:17])=[C:13]([C:18]2[CH:23]=[CH:22][C:21]([OH:24])=[CH:20][C:19]=2[CH3:25])[N:12]([CH3:26])[C:11]1=[O:27])[C:2]1[CH:7]=[CH:6][CH:5]=[CH:4][CH:3]=1.Cl[C:29]1[C:30]2[S:37][CH:36]=[CH:35][C:31]=2[N:32]=[CH:33][N:34]=1.C(=O)([O-])[O-].[Cs+].[Cs+]. The catalyst class is: 42. (3) Reactant: [C:1]([O:5][C:6]([N:8]1[CH:13]2[CH2:14][CH2:15][CH:9]1[CH2:10][C:11](=[CH:16][CH2:17][OH:18])[CH2:12]2)=[O:7])([CH3:4])([CH3:3])[CH3:2].[H-].[Na+].Br[CH2:22][CH:23]1[CH2:25][CH2:24]1. Product: [C:1]([O:5][C:6]([N:8]1[CH:13]2[CH2:14][CH2:15][CH:9]1[CH2:10][C:11](=[CH:16][CH2:17][O:18][CH2:22][CH:23]1[CH2:25][CH2:24]1)[CH2:12]2)=[O:7])([CH3:4])([CH3:3])[CH3:2]. The catalyst class is: 3. (4) Reactant: [NH2:1][CH2:2][CH:3]1[CH2:8][CH2:7][NH:6][CH2:5][CH2:4]1.C(=O)C1C=CC=CC=1.[C:17](O[C:17]([O:19][C:20]([CH3:23])([CH3:22])[CH3:21])=[O:18])([O:19][C:20]([CH3:23])([CH3:22])[CH3:21])=[O:18].S([O-])(O)(=O)=O.[K+]. Product: [C:20]([O:19][C:17]([N:6]1[CH2:7][CH2:8][CH:3]([CH2:2][NH2:1])[CH2:4][CH2:5]1)=[O:18])([CH3:23])([CH3:22])[CH3:21]. The catalyst class is: 11. (5) Reactant: C([O:3][C:4](=[O:23])[CH2:5][N:6]1[C:11]2[CH:12]=[C:13]([C:18]([F:21])([F:20])[F:19])[C:14]([O:16][CH3:17])=[CH:15][C:10]=2[O:9][CH2:8][C:7]1=[O:22])C.[Li+].[OH-].CC#N.O.FC(F)(F)C(O)=O. Product: [CH3:17][O:16][C:14]1[C:13]([C:18]([F:21])([F:19])[F:20])=[CH:12][C:11]2[N:6]([CH2:5][C:4]([OH:23])=[O:3])[C:7](=[O:22])[CH2:8][O:9][C:10]=2[CH:15]=1. The catalyst class is: 30.